This data is from Reaction yield outcomes from USPTO patents with 853,638 reactions. The task is: Predict the reaction yield, written as a fraction of the theoretical maximum amount of product (1.0 means a 100% yield; for example, 0.34 means a 34% yield). (1) The reactants are [Br:1][C:2]1[C:6]2=[N:7][CH:8]=[CH:9][C:10]([O:11][CH3:12])=[C:5]2[S:4][C:3]=1C(O)=O.C1C=CC(OP([O:28][C:29]2C=CC=CC=2)(N=[N+]=[N-])=O)=CC=1.CC[N:37](C(C)C)C(C)C.[C:44]([OH:48])([CH3:47])([CH3:46])[CH3:45]. No catalyst specified. The product is [Br:1][C:2]1[C:6]2=[N:7][CH:8]=[CH:9][C:10]([O:11][CH3:12])=[C:5]2[S:4][C:3]=1[NH:37][C:29](=[O:28])[O:48][C:44]([CH3:47])([CH3:46])[CH3:45]. The yield is 0.710. (2) The reactants are Br[C:2]1[CH:7]=[C:6]([O:8][C:9]2[CH:14]=[CH:13][C:12]([S:15]([CH3:18])(=[O:17])=[O:16])=[CH:11][CH:10]=2)[CH:5]=[C:4]([O:19][C@@H:20]([CH3:24])[CH2:21][O:22][CH3:23])[CH:3]=1.[C:25]([O:29][C:30]([N:32]1[CH:36]=[CH:35][CH:34]=[C:33]1B(O)O)=[O:31])([CH3:28])([CH3:27])[CH3:26].C1(P(C2C=CC=CC=2)C2C=CC=CC=2)C=CC=CC=1.C(=O)([O-])[O-].[K+].[K+]. The product is [CH3:23][O:22][CH2:21][C@H:20]([CH3:24])[O:19][C:4]1[CH:3]=[C:2]([C:33]2[N:32]([C:30]([O:29][C:25]([CH3:28])([CH3:27])[CH3:26])=[O:31])[CH:36]=[CH:35][CH:34]=2)[CH:7]=[C:6]([O:8][C:9]2[CH:14]=[CH:13][C:12]([S:15]([CH3:18])(=[O:17])=[O:16])=[CH:11][CH:10]=2)[CH:5]=1. The yield is 0.940. The catalyst is COCCOC.O.C([O-])(=O)C.[Pd+2].C([O-])(=O)C.C(OCC)(=O)C.